This data is from Catalyst prediction with 721,799 reactions and 888 catalyst types from USPTO. The task is: Predict which catalyst facilitates the given reaction. Reactant: [N:1]1[C:10]2[C:5](=[CH:6][CH:7]=[CH:8][CH:9]=2)[CH:4]=[C:3]([C:11]#[C:12][CH2:13][OH:14])[CH:2]=1.CC(OI1(OC(C)=O)(OC(C)=O)OC(=O)C2C=CC=CC1=2)=O. Product: [N:1]1[C:10]2[C:5](=[CH:6][CH:7]=[CH:8][CH:9]=2)[CH:4]=[C:3]([C:11]#[C:12][CH:13]=[O:14])[CH:2]=1. The catalyst class is: 4.